This data is from Forward reaction prediction with 1.9M reactions from USPTO patents (1976-2016). The task is: Predict the product of the given reaction. (1) Given the reactants [CH2:1]([O:8][C:9]1[CH:14]=[C:13]([OH:15])[CH:12]=[CH:11][C:10]=1/[CH:16]=[CH:17]/[C:18]([O:20][CH2:21][CH3:22])=[O:19])[C:2]1[CH:7]=[CH:6][CH:5]=[CH:4][CH:3]=1.I[CH:24]([CH3:26])[CH3:25].C(=O)([O-])[O-].[K+].[K+].O, predict the reaction product. The product is: [CH2:1]([O:8][C:9]1[CH:14]=[C:13]([O:15][CH:24]([CH3:26])[CH3:25])[CH:12]=[CH:11][C:10]=1/[CH:16]=[CH:17]/[C:18]([O:20][CH2:21][CH3:22])=[O:19])[C:2]1[CH:3]=[CH:4][CH:5]=[CH:6][CH:7]=1. (2) Given the reactants [CH3:1][O:2][C:3]1[CH:10]=[C:9]([O:11][CH3:12])[CH:8]=[CH:7][C:4]=1[CH2:5][NH2:6].N1C=CC=CC=1.[F:19][C:20]1[CH:25]=[C:24]([F:26])[CH:23]=[CH:22][C:21]=1[S:27](Cl)(=[O:29])=[O:28].[C:31](O[C:31]([O:33][C:34]([CH3:37])([CH3:36])[CH3:35])=[O:32])([O:33][C:34]([CH3:37])([CH3:36])[CH3:35])=[O:32].CN(C1C=CC=CN=1)C, predict the reaction product. The product is: [F:19][C:20]1[CH:25]=[C:24]([F:26])[CH:23]=[CH:22][C:21]=1[S:27]([N:6]([CH2:5][C:4]1[CH:7]=[CH:8][C:9]([O:11][CH3:12])=[CH:10][C:3]=1[O:2][CH3:1])[C:31](=[O:32])[O:33][C:34]([CH3:37])([CH3:36])[CH3:35])(=[O:29])=[O:28]. (3) Given the reactants [N+:1]([C:4]1[CH:5]=[CH:6][C:7]2[S:11][N:10]=[C:9]([NH:12][CH2:13][CH2:14][NH2:15])[C:8]=2[CH:16]=1)([O-:3])=[O:2].C(N(C(C)C)CC)(C)C.Cl.[N:27]1[CH:32]=[CH:31][CH:30]=[CH:29][C:28]=1[C:33](Cl)=[O:34], predict the reaction product. The product is: [N+:1]([C:4]1[CH:5]=[CH:6][C:7]2[S:11][N:10]=[C:9]([NH:12][CH2:13][CH2:14][NH:15][C:33](=[O:34])[C:28]3[CH:29]=[CH:30][CH:31]=[CH:32][N:27]=3)[C:8]=2[CH:16]=1)([O-:3])=[O:2]. (4) The product is: [CH3:20][O:19][CH2:18][CH2:17][O:16][C:4]1[CH:5]=[C:6]2[C:10](=[C:2]([NH:1][S:26]([C:22]3[S:21][CH:25]=[CH:24][CH:23]=3)(=[O:28])=[O:27])[CH:3]=1)[NH:9][C:8]([C:11]([O:13][CH2:14][CH3:15])=[O:12])=[CH:7]2. Given the reactants [NH2:1][C:2]1[CH:3]=[C:4]([O:16][CH2:17][CH2:18][O:19][CH3:20])[CH:5]=[C:6]2[C:10]=1[NH:9][C:8]([C:11]([O:13][CH2:14][CH3:15])=[O:12])=[CH:7]2.[S:21]1[CH:25]=[CH:24][CH:23]=[C:22]1[S:26](Cl)(=[O:28])=[O:27], predict the reaction product.